Regression. Given a target protein amino acid sequence and a drug SMILES string, predict the binding affinity score between them. We predict pKi (pKi = -log10(Ki in M); higher means stronger inhibition). Dataset: bindingdb_ki. From a dataset of Drug-target binding data from BindingDB using Ki measurements. (1) The drug is CN[C@@H](C)C(=O)N[C@H]1Cc2ccccc2[C@H]2CCC[C@@H](C(=O)NC(c3ccccc3)c3ccccc3)N2C1=O. The target protein sequence is QLQDTSRYTVSNLSMQTHAARFKTFFNWPSSVLVNPEQLASAGFYYVGNSDDVKCFCCDGGLRCWESGDDPWVQHAKWFPRCEYLIRIKGQEFIRQVQASYPHLLEQLLSTS. The pKi is 7.7. (2) The drug is Cc1cc2c(cc1Cl)N(C(=O)Nc1ccc(Oc3cccnc3C)nc1)CC2. The target protein sequence is MSLPNQSIEGLSQEASNRSLNTTGAWDPQILQALKISLVVVLSIITLATVLSNAFVLTTILLTKKLHTPANYLIGSLATTDLLVSILVMPISIAYTTTRTWNFGQILCDIWVSSDITCCTASILHLCVIALDRYWAITDALEYSKRRTAGHAAAMIAAVWAISICISIPPLFWRQATAHEEMSDCLVNTSQISYTIYSTCGAFYIPSILLIILYGRIYVAARSRILNPPSLYGKRFTTAQLITGSAGSSLCSLDPSLHDSHSHTVGSPLFFNQVKIKLADSILERKRISAARERKATKTLGIILGAFIICWLPFFVVSLVLPICRDSCWIHPALFDFFTWLGYLNSLINPVIYTVFNEDFRQAFQKVVHFRKAS. The pKi is 6.4. (3) The compound is CN1CCN2c3ccccc3Cc3ccccc3[C@H]2C1. The target protein (P08909) has sequence MVNLGNAVRSLLMHLIGLLVWQFDISISPVAAIVTDTFNSSDGGRLFQFPDGVQNWPALSIVVIIIMTIGGNILVIMAVSMEKKLHNATNYFLMSLAIADMLVGLLVMPLSLLAILYDYVWPLPRYLCPVWISLDVLFSTASIMHLCAISLDRYVAIRNPIEHSRFNSRTKAIMKIAIVWAISIGVSVPIPVIGLRDESKVFVNNTTCVLNDPNFVLIGSFVAFFIPLTIMVITYFLTIYVLRRQTLMLLRGHTEEELANMSLNFLNCCCKKNGGEEENAPNPNPDQKPRRKKKEKRPRGTMQAINNEKKASKVLGIVFFVFLIMWCPFFITNILSVLCGKACNQKLMEKLLNVFVWIGYVCSGINPLVYTLFNKIYRRAFSKYLRCDYKPDKKPPVRQIPRVAATALSGRELNVNIYRHTNERVARKANDPEPGIEMQVENLELPVNPSNVVSERISSV. The pKi is 8.4. (4) The compound is CCCN(CCC)C(=O)c1cccc(C(=O)N[C@@H](CC(C)C)[C@@H](N)C[C@@H](C)C(=O)N[C@H](C(=O)NCc2ccccc2)C(C)C)c1. The target protein sequence is SFVEMVDNLRGKSGQGYYVEMTVGSPPQTLNILVDTGSSNFAVGAAPHPFLHRYYQRQLSSTYRDLRKGVYVPYTQGKWEGELGTDLVSIPHGPNVTVRANIAAITESDKFFINGSNWEGILGLAYAEIARPDDSLEPFFDSLVKQTHVPNLFSLQLCGAGFPLNQSEVLASVGGSMIIGGIDHSLYTGSLWYTPIRREWYYEVIIVRVEINGQDLKMDCKEYNYDKSIVDSGTTNLRLPKKVFEAAVKSIKAASSTEKFPDGFWLGEQLVCWQAGTTPWNIFPVISLYLMGEVTNQSFRITILPQQYLRPVEDVATSQDDCYKFAISQSSTGTVMGAVIMEGFYVVFDRARKRIGFAVSACHVHDEFRTAAVEGPFVTLDMEDCGYN. The pKi is 6.9.